From a dataset of NCI-60 drug combinations with 297,098 pairs across 59 cell lines. Regression. Given two drug SMILES strings and cell line genomic features, predict the synergy score measuring deviation from expected non-interaction effect. (1) Synergy scores: CSS=9.25, Synergy_ZIP=-9.89, Synergy_Bliss=-9.89, Synergy_Loewe=-12.7, Synergy_HSA=-10.2. Cell line: NCI-H522. Drug 1: CC12CCC(CC1=CCC3C2CCC4(C3CC=C4C5=CN=CC=C5)C)O. Drug 2: C1=C(C(=O)NC(=O)N1)F. (2) Drug 1: C1=CC(=CC=C1CCC2=CNC3=C2C(=O)NC(=N3)N)C(=O)NC(CCC(=O)O)C(=O)O. Drug 2: C1CC(=O)NC(=O)C1N2C(=O)C3=CC=CC=C3C2=O. Cell line: SK-MEL-2. Synergy scores: CSS=12.9, Synergy_ZIP=-4.42, Synergy_Bliss=-2.28, Synergy_Loewe=-25.4, Synergy_HSA=-1.24.